Predict the product of the given reaction. From a dataset of Forward reaction prediction with 1.9M reactions from USPTO patents (1976-2016). (1) Given the reactants Br[C:2]1[CH:7]=[C:6]([F:8])[C:5]([OH:9])=[C:4]([F:10])[CH:3]=1.[C:11]([O:15][CH2:16][CH3:17])(=[O:14])[CH:12]=[CH2:13].CCN(C(C)C)C(C)C, predict the reaction product. The product is: [F:10][C:4]1[CH:3]=[C:2](/[CH:13]=[CH:12]\[C:11]([O:15][CH2:16][CH3:17])=[O:14])[CH:7]=[C:6]([F:8])[C:5]=1[OH:9]. (2) Given the reactants [F:1][C:2]1[CH:7]=[CH:6][CH:5]=[C:4]([F:8])[C:3]=1[C:9]1[NH:10][C:11]2[C:16]([CH:17]=1)=[CH:15][C:14](B1OC(C)(C)C(C)(C)O1)=[CH:13][CH:12]=2.Br[C:28]1[CH:33]=[CH:32][C:31]([O:34][C:35]([F:38])([F:37])[F:36])=[CH:30][C:29]=1[CH3:39], predict the reaction product. The product is: [F:1][C:2]1[CH:7]=[CH:6][CH:5]=[C:4]([F:8])[C:3]=1[C:9]1[NH:10][C:11]2[C:16]([CH:17]=1)=[CH:15][C:14]([C:28]1[CH:33]=[CH:32][C:31]([O:34][C:35]([F:36])([F:37])[F:38])=[CH:30][C:29]=1[CH3:39])=[CH:13][CH:12]=2. (3) Given the reactants [Cl-:1].[Cl-].[Cl-].[CH3:4][C:5]1[C:9]([Zr+3:11])([CH3:10])[C:8]([CH3:12])=[C:7]([CH3:13])[C:6]=1[CH3:14].[CH-:15]1[C:23]2[C:18](=[CH:19][CH:20]=[CH:21][CH:22]=2)[CH:17]=[CH:16]1.[Li+], predict the reaction product. The product is: [Cl-:1].[Cl-:1].[CH3:4][C:5]1[C:9]([Zr+2:11][CH:15]2[C:23]3[C:18](=[CH:19][CH:20]=[CH:21][CH:22]=3)[CH:17]=[CH:16]2)([CH3:10])[C:8]([CH3:12])=[C:7]([CH3:13])[C:6]=1[CH3:14].